From a dataset of Catalyst prediction with 721,799 reactions and 888 catalyst types from USPTO. Predict which catalyst facilitates the given reaction. (1) Reactant: [Cl:1][C:2]1[C:6]([S:7](Cl)(=[O:9])=[O:8])=[CH:5][N:4]([CH3:11])[C:3]=1[C:12]([O:14][CH3:15])=[O:13].CCN(C(C)C)C(C)C.[F:25][C:26]([F:31])([F:30])[C@H:27]([NH2:29])[CH3:28]. Product: [Cl:1][C:2]1[C:6]([S:7](=[O:9])(=[O:8])[NH:29][C@H:27]([CH3:28])[C:26]([F:31])([F:30])[F:25])=[CH:5][N:4]([CH3:11])[C:3]=1[C:12]([O:14][CH3:15])=[O:13]. The catalyst class is: 10. (2) Reactant: C([O:4][C@H:5]1[CH2:9][C:8](=[O:10])[N:7]([CH:11]2[C:20]3[C:15](=[N:16][C:17]([C:28]4[CH:33]=[CH:32][C:31]([Cl:34])=[CH:30][C:29]=4[Cl:35])=[C:18]([C:21]4[CH:26]=[CH:25][C:24]([Cl:27])=[CH:23][CH:22]=4)[CH:19]=3)[O:14][C:13]([CH3:37])([CH3:36])[CH2:12]2)[C:6]1=[O:38])(=O)C.C1(C)C=CC(S(O)(=O)=O)=CC=1. Product: [Cl:27][C:24]1[CH:25]=[CH:26][C:21]([C:18]2[CH:19]=[C:20]3[CH:11]([N:7]4[C:8](=[O:10])[CH2:9][C@H:5]([OH:4])[C:6]4=[O:38])[CH2:12][C:13]([CH3:37])([CH3:36])[O:14][C:15]3=[N:16][C:17]=2[C:28]2[CH:33]=[CH:32][C:31]([Cl:34])=[CH:30][C:29]=2[Cl:35])=[CH:22][CH:23]=1. The catalyst class is: 5. (3) Reactant: [Cl:1][C:2]1[CH:3]=[C:4]([OH:10])[CH:5]=[C:6]([O:8][CH3:9])[CH:7]=1.C(N(CC)CC)C.[CH3:18][S:19](Cl)(=[O:21])=[O:20]. Product: [CH3:18][S:19]([O:10][C:4]1[CH:5]=[C:6]([O:8][CH3:9])[CH:7]=[C:2]([Cl:1])[CH:3]=1)(=[O:21])=[O:20]. The catalyst class is: 4. (4) Reactant: [Br:1][C:2]1[CH:7]=[CH:6][C:5]([Br:8])=[CH:4][C:3]=1[S:9]([NH:12][C@H:13]1[CH2:17][N:16]([C:18](OC(C)(C)C)=O)[C@@H:15]([CH2:25][O:26][C:27]([NH:29][C:30]2[CH:35]=[CH:34][CH:33]=[CH:32][C:31]=2[CH3:36])=[O:28])[CH2:14]1)(=[O:11])=[O:10].Cl.CC[N:40](C(C)C)C(C)C.BrC#N.C(O)C(N)(CO)CO. Product: [CH3:36][C:31]1[CH:32]=[CH:33][CH:34]=[CH:35][C:30]=1[NH:29][C:27](=[O:28])[O:26][CH2:25][C@H:15]1[CH2:14][C@@H:13]([NH:12][S:9]([C:3]2[CH:4]=[C:5]([Br:8])[CH:6]=[CH:7][C:2]=2[Br:1])(=[O:10])=[O:11])[CH2:17][N:16]1[C:18]#[N:40]. The catalyst class is: 258.